From a dataset of Full USPTO retrosynthesis dataset with 1.9M reactions from patents (1976-2016). Predict the reactants needed to synthesize the given product. (1) Given the product [CH2:1]([O:8][C:9]1[CH:14]=[C:13]([CH2:31][CH2:32][CH2:33][CH2:34][S:35]([CH2:38][C:39]2[CH:44]=[CH:43][CH:42]=[CH:41][CH:40]=2)(=[O:36])=[O:37])[CH:12]=[CH:11][C:10]=1[N:16]1[S:20](=[O:22])(=[O:21])[N:19]([CH2:23][CH2:24][Si:25]([CH3:28])([CH3:27])[CH3:26])[C:18](=[O:29])[CH2:17]1)[C:2]1[CH:7]=[CH:6][CH:5]=[CH:4][CH:3]=1, predict the reactants needed to synthesize it. The reactants are: [CH2:1]([O:8][C:9]1[CH:14]=[C:13](I)[CH:12]=[CH:11][C:10]=1[N:16]1[S:20](=[O:22])(=[O:21])[N:19]([CH2:23][CH2:24][Si:25]([CH3:28])([CH3:27])[CH3:26])[C:18](=[O:29])[CH2:17]1)[C:2]1[CH:7]=[CH:6][CH:5]=[CH:4][CH:3]=1.I[CH2:31][CH2:32][CH2:33][CH2:34][S:35]([CH2:38][C:39]1[CH:44]=[CH:43][CH:42]=[CH:41][CH:40]=1)(=[O:37])=[O:36]. (2) Given the product [C:1]([N:5]([C:14]1[CH:33]=[CH:32][C:17]([C:18]([NH:20][C:21]2[CH:30]=[CH:29][C:28]([OH:31])=[C:27]3[C:22]=2[CH:23]=[CH:24][CH:25]=[N:26]3)=[O:19])=[CH:16][CH:15]=1)[OH:6])([CH3:4])([CH3:2])[CH3:3], predict the reactants needed to synthesize it. The reactants are: [C:1]([N:5]([C:14]1[CH:33]=[CH:32][C:17]([C:18]([NH:20][C:21]2[CH:30]=[CH:29][C:28]([OH:31])=[C:27]3[C:22]=2[CH:23]=[CH:24][CH:25]=[N:26]3)=[O:19])=[CH:16][CH:15]=1)[O:6][Si](C(C)(C)C)(C)C)([CH3:4])([CH3:3])[CH3:2].[F-].C([N+](CCCC)(CCCC)CCCC)CCC.O.[NH4+].[Cl-]. (3) Given the product [C:1]([O:5][C:6]([CH2:8][CH:9]1[CH2:10][CH2:11][CH:12]([C:15]2[CH:16]=[CH:17][C:18]([C:19]([OH:21])=[O:20])=[CH:24][CH:25]=2)[CH2:13][CH2:14]1)=[O:7])([CH3:4])([CH3:2])[CH3:3], predict the reactants needed to synthesize it. The reactants are: [C:1]([O:5][C:6]([CH2:8][CH:9]1[CH2:14][CH2:13][CH:12]([C:15]2[CH:25]=[CH:24][C:18]([C:19]([O:21]CC)=[O:20])=[CH:17][CH:16]=2)[CH2:11][CH2:10]1)=[O:7])([CH3:4])([CH3:3])[CH3:2].O.[OH-].[Li+]. (4) Given the product [CH2:1]([O:5][C:6]1[C:7]([O:19][CH3:20])=[CH:8][CH:9]=[C:10]2[C:15]=1[NH:14][C:13](=[O:16])[C:12]([CH2:17][NH:18][C:29]([NH:28][C:25]1[CH:26]=[CH:27][C:22]([F:21])=[CH:23][CH:24]=1)=[O:30])=[CH:11]2)[CH2:2][CH2:3][CH3:4], predict the reactants needed to synthesize it. The reactants are: [CH2:1]([O:5][C:6]1[C:7]([O:19][CH3:20])=[CH:8][CH:9]=[C:10]2[C:15]=1[NH:14][C:13](=[O:16])[C:12]([CH2:17][NH2:18])=[CH:11]2)[CH2:2][CH2:3][CH3:4].[F:21][C:22]1[CH:27]=[CH:26][C:25]([N:28]=[C:29]=[O:30])=[CH:24][CH:23]=1.CO.C(N(CC)CC)C. (5) The reactants are: ClC1C=[CH:6][C:5]([C:8]2[N:9]=C3C=CC=CN3C=2CC2NC(C3C=CC=CN=3)=NN=2)=[CH:4]C=1.[Cl:29][C:30]1[CH:31]=[CH:32][C:33]2[N:34]([C:36]([CH2:45][C:46]([NH:48][NH2:49])=O)=[C:37]([C:39]3[CH:44]=[CH:43][CH:42]=[CH:41][CH:40]=3)[N:38]=2)[CH:35]=1.Cl.C(=N)(N)C(C)C. Given the product [Cl:29][C:30]1[CH:31]=[CH:32][C:33]2[N:34]([C:36]([CH2:45][C:46]3[NH:9][C:8]([CH:5]([CH3:6])[CH3:4])=[N:49][N:48]=3)=[C:37]([C:39]3[CH:44]=[CH:43][CH:42]=[CH:41][CH:40]=3)[N:38]=2)[CH:35]=1, predict the reactants needed to synthesize it. (6) Given the product [N+:1]([C:4]1[CH:5]=[C:6]2[C:11](=[CH:12][CH:13]=1)[N:10]=[C:9]([C:14]1[CH:19]=[CH:18][CH:17]=[C:16]([F:20])[CH:15]=1)[CH:8]=[C:7]2[N:29]=[N+:30]=[N-:31])([O-:3])=[O:2], predict the reactants needed to synthesize it. The reactants are: [N+:1]([C:4]1[CH:5]=[C:6]2[C:11](=[CH:12][CH:13]=1)[N:10]=[C:9]([C:14]1[CH:19]=[CH:18][CH:17]=[C:16]([F:20])[CH:15]=1)[CH:8]=[C:7]2Cl)([O-:3])=[O:2].CN1C(=O)CCC1.[N-:29]=[N+:30]=[N-:31].[Na+].O. (7) Given the product [CH2:42]([N:41]1[CH2:44][CH2:8][CH2:7][CH:6]([CH2:5][CH2:9][CH2:10][N:11]2[C:19]([O:20][CH3:21])=[N:18][C:17]3[C:12]2=[N:13][C:14]([O:23][C@@H:24]([CH3:28])[CH2:25][CH2:26][CH3:27])=[N:15][C:16]=3[NH2:22])[CH2:40]1)[CH3:38], predict the reactants needed to synthesize it. The reactants are: C(N1[CH2:8][CH2:7][CH2:6][CH:5]([CH2:9][CH2:10][N:11]2[C:19]([O:20][CH3:21])=[N:18][C:17]3[C:12]2=[N:13][C:14]([O:23][C@@H:24]([CH3:28])[CH2:25][CH2:26][CH3:27])=[N:15][C:16]=3[NH2:22])C1)C.C[C@H](OC1N=[C:42]2[C:38](N=[C:40](OC)[N:41]2[CH2:44]CCC2CCCNC2)=C(N)N=1)CCC.ICC.